From a dataset of Forward reaction prediction with 1.9M reactions from USPTO patents (1976-2016). Predict the product of the given reaction. (1) Given the reactants [CH3:1][O:2][C:3]1[CH:4]=[C:5]([CH3:9])[CH:6]=[CH:7][CH:8]=1.[Cl:10][C:11]1[CH:12]=[C:13]2[C:17](=[CH:18][CH:19]=1)[NH:16][C:15](=[O:20])[C:14]2=[O:21], predict the reaction product. The product is: [Cl:10][C:11]1[CH:12]=[C:13]2[C:17](=[CH:18][CH:19]=1)[NH:16][C:15](=[O:20])[C:14]2([OH:21])[C:8]1[CH:7]=[CH:6][C:5]([CH3:9])=[CH:4][C:3]=1[O:2][CH3:1]. (2) Given the reactants [OH:1][C:2]1[CH:11]=[C:10]2[C:5]([C:6](=O)[CH:7]=[C:8]([C:12]([O:14][CH2:15][CH3:16])=[O:13])[O:9]2)=[CH:4][CH:3]=1.Cl, predict the reaction product. The product is: [OH:1][C:2]1[CH:11]=[C:10]2[C:5]([CH2:6][CH2:7][CH:8]([C:12]([O:14][CH2:15][CH3:16])=[O:13])[O:9]2)=[CH:4][CH:3]=1. (3) Given the reactants C([O-])([O-])=O.[Cs+].[Cs+].Br[C:8]1[CH:13]=[CH:12][C:11]([C:14]2[O:18][C:17]([C:19]3[CH:20]=[C:21]([CH:26]=[CH:27][CH:28]=3)[C:22]([O:24][CH3:25])=[O:23])=[N:16][N:15]=2)=[CH:10][CH:9]=1.N#N.[NH:31]1[CH2:36][CH2:35][O:34][CH2:33][CH2:32]1, predict the reaction product. The product is: [N:31]1([C:8]2[CH:13]=[CH:12][C:11]([C:14]3[O:18][C:17]([C:19]4[CH:20]=[C:21]([CH:26]=[CH:27][CH:28]=4)[C:22]([O:24][CH3:25])=[O:23])=[N:16][N:15]=3)=[CH:10][CH:9]=2)[CH2:36][CH2:35][O:34][CH2:33][CH2:32]1. (4) Given the reactants ClC(OC(Cl)C)=O.C([N:15]1[CH2:20][CH2:19][C:18]([C:21]2[CH:26]=[CH:25][C:24]([N:27]3[CH2:31][C@H:30]([CH2:32][N:33]4[N:37]=[N:36][CH:35]=[N:34]4)[O:29][C:28]3=[O:38])=[CH:23][C:22]=2[F:39])=[CH:17][CH2:16]1)C1C=CC=CC=1, predict the reaction product. The product is: [NH:15]1[CH2:20][CH2:19][C:18]([C:21]2[CH:26]=[CH:25][C:24]([N:27]3[CH2:31][C@H:30]([CH2:32][N:33]4[N:37]=[N:36][CH:35]=[N:34]4)[O:29][C:28]3=[O:38])=[CH:23][C:22]=2[F:39])=[CH:17][CH2:16]1.